The task is: Predict the reaction yield, written as a fraction of the theoretical maximum amount of product (1.0 means a 100% yield; for example, 0.34 means a 34% yield).. This data is from Reaction yield outcomes from USPTO patents with 853,638 reactions. (1) The reactants are Br[C:2]1[CH:3]=[C:4]([CH:13]=[C:14]([F:16])[CH:15]=1)[O:5][CH2:6][C:7]([NH:9][CH:10]1[CH2:12][CH2:11]1)=[O:8].[B:17]1([B:17]2[O:21][C:20]([CH3:23])([CH3:22])[C:19]([CH3:25])([CH3:24])[O:18]2)[O:21][C:20]([CH3:23])([CH3:22])[C:19]([CH3:25])([CH3:24])[O:18]1.C([O-])(=O)C.[K+]. The catalyst is O1CCOCC1.CCOC(C)=O.C1C=CC(P(C2C=CC=CC=2)[C-]2C=CC=C2)=CC=1.C1C=CC(P(C2C=CC=CC=2)[C-]2C=CC=C2)=CC=1.Cl[Pd]Cl.[Fe+2]. The product is [CH:10]1([NH:9][C:7](=[O:8])[CH2:6][O:5][C:4]2[CH:3]=[C:2]([B:17]3[O:21][C:20]([CH3:23])([CH3:22])[C:19]([CH3:25])([CH3:24])[O:18]3)[CH:15]=[C:14]([F:16])[CH:13]=2)[CH2:12][CH2:11]1. The yield is 0.640. (2) The reactants are [OH:1][C:2]1[C:3]([C:8]([OH:10])=O)=[N:4][CH:5]=[CH:6][CH:7]=1.C(N(C(C)C)CC)(C)C.CCN=C=NCCCN(C)C.ON1C2C=CC=CC=2N=N1.Cl.[C:42]([O:46][C:47](=[O:50])[CH2:48][NH2:49])([CH3:45])([CH3:44])[CH3:43]. The catalyst is CN(C=O)C. The product is [C:42]([O:46][C:47](=[O:50])[CH2:48][NH:49][C:8]([C:3]1[C:2]([OH:1])=[CH:7][CH:6]=[CH:5][N:4]=1)=[O:10])([CH3:45])([CH3:44])[CH3:43]. The yield is 0.220. (3) The reactants are F[C:2]1[CH:15]=[CH:14][C:13]([C:16]([F:19])([F:18])[F:17])=[CH:12][C:3]=1[C:4]([C:6]1[CH:11]=[CH:10][CH:9]=[CH:8][CH:7]=1)=O.[NH2:20][NH2:21]. No catalyst specified. The product is [C:6]1([C:4]2[C:3]3[C:2](=[CH:15][CH:14]=[C:13]([C:16]([F:19])([F:18])[F:17])[CH:12]=3)[NH:21][N:20]=2)[CH:11]=[CH:10][CH:9]=[CH:8][CH:7]=1. The yield is 0.760. (4) The product is [F:26][CH:27]([F:44])[O:28][C:29]1[CH:34]=[CH:33][C:32]([C:2]2[N:6]([S:7]([C:10]3[CH:11]=[N:12][CH:13]=[CH:14][CH:15]=3)(=[O:9])=[O:8])[CH:5]=[C:4]([CH2:16][N:17]([CH3:25])[C:18](=[O:24])[O:19][C:20]([CH3:23])([CH3:22])[CH3:21])[CH:3]=2)=[CH:31][CH:30]=1. The reactants are Br[C:2]1[N:6]([S:7]([C:10]2[CH:11]=[N:12][CH:13]=[CH:14][CH:15]=2)(=[O:9])=[O:8])[CH:5]=[C:4]([CH2:16][N:17]([CH3:25])[C:18](=[O:24])[O:19][C:20]([CH3:23])([CH3:22])[CH3:21])[CH:3]=1.[F:26][CH:27]([F:44])[O:28][C:29]1[CH:34]=[CH:33][C:32](B2OC(C)(C)C(C)(C)O2)=[CH:31][CH:30]=1.C(=O)([O-])[O-].[Na+].[Na+]. The catalyst is C(COC)OC.O.C1C=CC([P]([Pd]([P](C2C=CC=CC=2)(C2C=CC=CC=2)C2C=CC=CC=2)([P](C2C=CC=CC=2)(C2C=CC=CC=2)C2C=CC=CC=2)[P](C2C=CC=CC=2)(C2C=CC=CC=2)C2C=CC=CC=2)(C2C=CC=CC=2)C2C=CC=CC=2)=CC=1. The yield is 1.00. (5) The product is [F:1][C:2]([F:22])([C:16]1[CH:21]=[CH:20][CH:19]=[CH:18][CH:17]=1)[CH2:3][O:4][C:5]1[CH:10]=[CH:9][C:8]([CH2:11][CH2:12][NH2:14])=[CH:7][C:6]=1[CH3:15]. The catalyst is O1CCCC1. The yield is 0.370. The reactants are [F:1][C:2]([F:22])([C:16]1[CH:21]=[CH:20][CH:19]=[CH:18][CH:17]=1)[CH2:3][O:4][C:5]1[CH:10]=[CH:9][C:8]([CH2:11][C:12]([NH2:14])=O)=[CH:7][C:6]=1[CH3:15].Cl.[OH-].[Na+].